This data is from Full USPTO retrosynthesis dataset with 1.9M reactions from patents (1976-2016). The task is: Predict the reactants needed to synthesize the given product. (1) Given the product [Cl:1][C:2]1[CH:3]=[C:4]2[C:8](=[CH:9][CH:10]=1)[N:7]([CH2:15][CH2:14][C:13]([F:18])([F:17])[F:12])[N:6]=[C:5]2[I:11], predict the reactants needed to synthesize it. The reactants are: [Cl:1][C:2]1[CH:3]=[C:4]2[C:8](=[CH:9][CH:10]=1)[NH:7][N:6]=[C:5]2[I:11].[F:12][C:13]([F:18])([F:17])[CH2:14][CH2:15]I. (2) Given the product [F:1][C:2]1[CH:7]=[CH:6][C:5]([CH2:8][CH2:9][CH:10]([CH3:11])[CH3:12])=[CH:4][C:3]=1[O:13][CH3:14], predict the reactants needed to synthesize it. The reactants are: [F:1][C:2]1[CH:7]=[CH:6][C:5](/[CH:8]=[CH:9]/[CH:10]([CH3:12])[CH3:11])=[CH:4][C:3]=1[O:13][CH3:14].[H][H]. (3) Given the product [F:6][C:7]([F:12])([F:11])[C:8]([OH:10])=[O:9].[CH2:13]([NH:17][C:18]([NH:20][C@H:21]1[CH2:29][C@H:28]2[C@:24]([C:32]3[CH:37]=[CH:36][C:35]([O:38][CH3:39])=[C:34]([O:40][CH3:41])[CH:33]=3)([CH2:25][CH2:26][N:27]2[CH2:30][C:31]2[O:47][C:46]([CH3:48])=[CH:45][CH:44]=2)[CH2:23][CH2:22]1)=[S:19])[CH2:14][CH2:15][CH3:16], predict the reactants needed to synthesize it. The reactants are: N1CCCC1.[F:6][C:7]([F:12])([F:11])[C:8]([OH:10])=[O:9].[CH2:13]([NH:17][C:18]([NH:20][C@H:21]1[CH2:29][C@H:28]2[C@:24]([C:32]3[CH:37]=[CH:36][C:35]([O:38][CH3:39])=[C:34]([O:40][CH3:41])[CH:33]=3)([CH2:25][CH2:26][N:27]2[CH2:30][CH3:31])[CH2:23][CH2:22]1)=[S:19])[CH2:14][CH2:15][CH3:16].CC1[O:47][C:46]([CH:48]=O)=[CH:45][CH:44]=1. (4) Given the product [CH2:12]1[CH:6]2[CH2:5][C:4]3([C:2](/[CH:1]=[CH:20]/[C:16]4[CH:17]=[CH:18][CH:19]=[N:14][CH:15]=4)=[O:3])[CH2:13][CH:8]([CH2:7]2)[CH2:9][CH:10]1[CH2:11]3, predict the reactants needed to synthesize it. The reactants are: [CH3:1][C:2]([C:4]12[CH2:13][CH:8]3[CH2:9][CH:10]([CH2:12][CH:6]([CH2:7]3)[CH2:5]1)[CH2:11]2)=[O:3].[N:14]1[CH:19]=[CH:18][CH:17]=[C:16]([CH:20]=O)[CH:15]=1.[OH-].[Na+].Cl. (5) Given the product [CH2:35]([N:28]([CH:29]1[CH2:34][CH2:33][O:32][CH2:31][CH2:30]1)[C:27]1[C:4]2[CH2:1][CH:2]=[CH:3][CH2:18][O:17][CH2:16][C:15]3[CH:14]=[C:13]([CH3:21])[N:12]=[C:11]([O:22][CH3:23])[C:10]=3[CH2:9][NH:8][C:6](=[O:7])[C:5]=2[CH:24]=[CH:25][CH:26]=1)[CH3:36], predict the reactants needed to synthesize it. The reactants are: [CH2:1]([C:4]1[C:27]([N:28]([CH2:35][CH3:36])[CH:29]2[CH2:34][CH2:33][O:32][CH2:31][CH2:30]2)=[CH:26][CH:25]=[CH:24][C:5]=1[C:6]([NH:8][CH2:9][C:10]1[C:11]([O:22][CH3:23])=[N:12][C:13]([CH3:21])=[CH:14][C:15]=1[CH2:16][O:17][CH2:18]C=C)=[O:7])[CH:2]=[CH2:3].